Dataset: Reaction yield outcomes from USPTO patents with 853,638 reactions. Task: Predict the reaction yield, written as a fraction of the theoretical maximum amount of product (1.0 means a 100% yield; for example, 0.34 means a 34% yield). The reactants are [CH3:1][N:2]1[C:10]2[C:5](=[CH:6][C:7]([OH:11])=[CH:8][CH:9]=2)[CH:4]=[N:3]1.Cl[C:13]1[N:20]=[CH:19][CH:18]=[CH:17][C:14]=1[C:15]#[N:16]. The catalyst is CS(C)=O.O. The product is [CH3:1][N:2]1[C:10]2[C:5](=[CH:6][C:7]([O:11][C:13]3[N:20]=[CH:19][CH:18]=[CH:17][C:14]=3[C:15]#[N:16])=[CH:8][CH:9]=2)[CH:4]=[N:3]1. The yield is 0.900.